This data is from Full USPTO retrosynthesis dataset with 1.9M reactions from patents (1976-2016). The task is: Predict the reactants needed to synthesize the given product. (1) Given the product [Cl:17][C:15]1[CH:14]=[CH:13][C:12]([O:18][CH2:19][C:20]([N:22]2[CH2:27][C@H:26]([CH3:28])[N:25]([CH2:29][C:30]3[CH:31]=[CH:32][C:33]([F:36])=[CH:34][CH:35]=3)[CH2:24][C@H:23]2[CH3:37])=[O:21])=[C:11]([CH2:10][CH2:9][P:4](=[O:3])([OH:5])[OH:8])[CH:16]=1, predict the reactants needed to synthesize it. The reactants are: C([O:3][P:4]([CH2:9][CH2:10][C:11]1[CH:16]=[C:15]([Cl:17])[CH:14]=[CH:13][C:12]=1[O:18][CH2:19][C:20]([N:22]1[CH2:27][C@H:26]([CH3:28])[N:25]([CH2:29][C:30]2[CH:35]=[CH:34][C:33]([F:36])=[CH:32][CH:31]=2)[CH2:24][C@H:23]1[CH3:37])=[O:21])(=[O:8])[O:5]CC)C.Br[Si](C)(C)C.C1(OC)C=CC=CC=1.CO. (2) Given the product [N:54]1[CH:55]=[CH:56][CH:57]=[N:58][C:53]=1[N:50]1[CH2:51][CH2:52][NH:47][CH2:48][CH2:49]1, predict the reactants needed to synthesize it. The reactants are: [N+](C1C=CC(OC(NC2SC(C3C=CC=CC=3)=CN=2)=O)=CC=1)([O-])=O.C(O)(C(F)(F)F)=O.C1(C2SC(NC(N[N:47]3[CH2:52][CH2:51][N:50]([C:53]4[N:58]=[CH:57][CH:56]=[CH:55][N:54]=4)[CH2:49][CH2:48]3)=O)=NC=2)C=CC=CC=1. (3) Given the product [C:25]([O:29][C:30]([N:32]1[CH2:37][CH2:36][CH:35]([O:38][C:21]2[N:20]=[CH:19][N:18]=[C:17]3[N:13]([C:5]4[CH:4]=[C:3]([C:2]([F:24])([F:23])[F:1])[CH:8]=[C:7]([C:9]([F:12])([F:11])[F:10])[CH:6]=4)[N:14]=[CH:15][C:16]=23)[CH2:34][CH2:33]1)=[O:31])([CH3:28])([CH3:26])[CH3:27], predict the reactants needed to synthesize it. The reactants are: [F:1][C:2]([F:24])([F:23])[C:3]1[CH:4]=[C:5]([N:13]2[C:17]3=[N:18][CH:19]=[N:20][C:21](Cl)=[C:16]3[CH:15]=[N:14]2)[CH:6]=[C:7]([C:9]([F:12])([F:11])[F:10])[CH:8]=1.[C:25]([O:29][C:30]([N:32]1[CH2:37][CH2:36][CH:35]([OH:38])[CH2:34][CH2:33]1)=[O:31])([CH3:28])([CH3:27])[CH3:26].[H-].[Na+]. (4) Given the product [CH:2]([N:28]1[CH2:29][CH2:30][C@@H:26]([N:25]([CH3:31])[C:23](=[O:24])[CH2:22][N:21]([C:32]2[CH:33]=[CH:34][CH:35]=[CH:36][CH:37]=2)[C:15]2[CH:20]=[CH:19][CH:18]=[CH:17][CH:16]=2)[CH2:27]1)([C:9]1[CH:14]=[CH:13][CH:12]=[CH:11][CH:10]=1)[C:3]1[CH:8]=[CH:7][CH:6]=[CH:5][CH:4]=1, predict the reactants needed to synthesize it. The reactants are: Br[CH:2]([C:9]1[CH:14]=[CH:13][CH:12]=[CH:11][CH:10]=1)[C:3]1[CH:8]=[CH:7][CH:6]=[CH:5][CH:4]=1.[C:15]1([N:21]([C:32]2[CH:37]=[CH:36][CH:35]=[CH:34][CH:33]=2)[CH2:22][C:23]([N:25]([CH3:31])[C@@H:26]2[CH2:30][CH2:29][NH:28][CH2:27]2)=[O:24])[CH:20]=[CH:19][CH:18]=[CH:17][CH:16]=1.C([O-])([O-])=O.[K+].[K+]. (5) Given the product [CH2:1]([C:3]1[CH:8]=[C:7]([C:9]([F:12])([F:10])[F:11])[N:6]=[C:5]([C@H:13]([NH:15][CH3:22])[CH3:14])[CH:4]=1)[CH3:2], predict the reactants needed to synthesize it. The reactants are: [CH2:1]([C:3]1[CH:8]=[C:7]([C:9]([F:12])([F:11])[F:10])[N:6]=[C:5]([C@H:13]([N:15]([CH3:22])[S@](C(C)(C)C)=O)[CH3:14])[CH:4]=1)[CH3:2].[OH-].[Na+]. (6) Given the product [F:1][C:2]([F:11])([F:10])[C:3]1[CH:8]=[CH:7][CH:6]=[CH:5][C:4]=1[N:15]1[CH2:16][CH2:17][CH:13]([OH:12])[CH2:14]1, predict the reactants needed to synthesize it. The reactants are: [F:1][C:2]([F:11])([F:10])[C:3]1[CH:8]=[CH:7][CH:6]=[CH:5][C:4]=1Br.[OH:12][CH:13]1[CH2:17][CH2:16][NH:15][CH2:14]1. (7) The reactants are: [H-].[Na+].[OH:3][CH:4]1[CH2:9][CH2:8][N:7]([C:10]([O:12][C:13]([CH3:16])([CH3:15])[CH3:14])=[O:11])[CH2:6][CH2:5]1.I[CH3:18]. Given the product [CH3:18][O:3][CH:4]1[CH2:5][CH2:6][N:7]([C:10]([O:12][C:13]([CH3:16])([CH3:15])[CH3:14])=[O:11])[CH2:8][CH2:9]1, predict the reactants needed to synthesize it. (8) The reactants are: Br[C:2]1[CH:3]=[C:4]([CH2:8][NH2:9])[CH:5]=[CH:6][CH:7]=1.[F:10][C:11]([F:22])([F:21])[C:12]1[CH:17]=[CH:16][C:15](B(O)O)=[CH:14][CH:13]=1.[O-]P([O-])([O-])=O.[K+].[K+].[K+].COCCOC. Given the product [F:10][C:11]([F:22])([F:21])[C:12]1[CH:17]=[CH:16][C:15]([C:2]2[CH:7]=[CH:6][CH:5]=[C:4]([CH2:8][NH2:9])[CH:3]=2)=[CH:14][CH:13]=1, predict the reactants needed to synthesize it. (9) The reactants are: C1N=CN([C:6](N2C=NC=C2)=[O:7])C=1.[NH2:13][C:14]1[N:18]([C:19]2[CH:24]=[CH:23][C:22]([P:25](=[O:28])([CH3:27])[CH3:26])=[CH:21][CH:20]=2)[N:17]=[C:16]([C:29]([CH3:32])([CH3:31])[CH3:30])[CH:15]=1.[Cl:33][C:34]1[N:39]=[C:38]([O:40][C:41]2[C:50]3[C:45](=[CH:46][CH:47]=[CH:48][CH:49]=3)[C:44]([NH2:51])=[CH:43][CH:42]=2)[CH:37]=[CH:36][N:35]=1. Given the product [C:29]([C:16]1[CH:15]=[C:14]([NH:13][C:6]([NH:51][C:44]2[C:45]3[C:50](=[CH:49][CH:48]=[CH:47][CH:46]=3)[C:41]([O:40][C:38]3[CH:37]=[CH:36][N:35]=[C:34]([Cl:33])[N:39]=3)=[CH:42][CH:43]=2)=[O:7])[N:18]([C:19]2[CH:20]=[CH:21][C:22]([P:25]([CH3:26])([CH3:27])=[O:28])=[CH:23][CH:24]=2)[N:17]=1)([CH3:32])([CH3:31])[CH3:30], predict the reactants needed to synthesize it.